Predict the product of the given reaction. From a dataset of Forward reaction prediction with 1.9M reactions from USPTO patents (1976-2016). (1) Given the reactants [N+:1]([C:4]1[CH:5]=[CH:6][C:7]([O:10][C:11]2[CH:12]=[C:13]3[C:18](=[CH:19][CH:20]=2)[O:17][CH:16]([C:21]2[CH:26]=[CH:25][CH:24]=[CH:23][CH:22]=2)[CH2:15][CH2:14]3)=[N:8][CH:9]=1)([O-:3])=[O:2].[CH2:27](C1C=CC(C2CCC3C(=CC=C(O)C=3)O2)=CC=1)[CH3:28], predict the reaction product. The product is: [CH2:27]([C:24]1[CH:23]=[CH:22][C:21]([CH:16]2[CH2:15][CH2:14][C:13]3[C:18](=[CH:19][CH:20]=[C:11]([O:10][C:7]4[CH:6]=[CH:5][C:4]([N+:1]([O-:3])=[O:2])=[CH:9][N:8]=4)[CH:12]=3)[O:17]2)=[CH:26][CH:25]=1)[CH3:28]. (2) Given the reactants [N:1]12[CH2:8][CH2:7][CH:4]([CH2:5][CH2:6]1)[CH:3]([NH:9][C:10]([NH:12][C:13]([C:15]1[C:20]([NH2:21])=[N:19][C:18]([NH2:22])=[C:17]([Cl:23])[N:16]=1)=[O:14])=[NH:11])[CH2:2]2.[CH3:24][O:25][C:26]1[CH:27]=[C:28]([CH:31]=[C:32]([O:36][CH3:37])[C:33]=1[O:34][CH3:35])[CH2:29]Cl, predict the reaction product. The product is: [Cl-:23].[NH2:21][C:20]1[C:15]([C:13]([N:12]=[C:10]([NH2:11])[NH:9][CH:3]2[CH:4]3[CH2:7][CH2:8][N+:1]([CH2:29][C:28]4[CH:31]=[C:32]([O:36][CH3:37])[C:33]([O:34][CH3:35])=[C:26]([O:25][CH3:24])[CH:27]=4)([CH2:6][CH2:5]3)[CH2:2]2)=[O:14])=[N:16][C:17]([Cl:23])=[C:18]([NH2:22])[N:19]=1. (3) Given the reactants [Cl:1][C:2]1[CH:7]=[CH:6][CH:5]=[CH:4][C:3]=1[C:8]1[C:9]2[CH:21]=[CH:20][C:19](=[O:22])[N:18]([CH:23]([CH2:26][CH3:27])[CH2:24][CH3:25])[C:10]=2[N:11]=[C:12](S(C)(=O)=O)[N:13]=1.[NH2:28][CH:29]([CH2:32][OH:33])[CH2:30][OH:31], predict the reaction product. The product is: [Cl:1][C:2]1[CH:7]=[CH:6][CH:5]=[CH:4][C:3]=1[C:8]1[C:9]2[CH:21]=[CH:20][C:19](=[O:22])[N:18]([CH:23]([CH2:26][CH3:27])[CH2:24][CH3:25])[C:10]=2[N:11]=[C:12]([NH:28][CH:29]([CH2:32][OH:33])[CH2:30][OH:31])[N:13]=1. (4) Given the reactants [CH3:1][NH:2][C:3](=[O:13])[CH2:4][N:5]1[CH:9]=[C:8]([N+:10]([O-])=O)[CH:7]=[N:6]1, predict the reaction product. The product is: [NH2:10][C:8]1[CH:7]=[N:6][N:5]([CH2:4][C:3]([NH:2][CH3:1])=[O:13])[CH:9]=1. (5) Given the reactants CC1(C)[O:7][CH2:6][C:5]([NH:33]C(=O)OC(C)(C)C)([CH2:8][N:9]2[C:18]3[C:13](=[C:14]([C:19]4[N:23]=[C:22]([C:24]5[CH:29]=[CH:28][C:27]([CH2:30][CH2:31][CH3:32])=[CH:26][CH:25]=5)[O:21][N:20]=4)[CH:15]=[CH:16][CH:17]=3)[CH2:12][CH2:11][CH2:10]2)[CH2:4][O:3]1.CC1(C)OCC(NC(=O)OC(C)(C)C)(CN2C3C(=C(C4N=C(C5C=NC(CCC)=CC=5)ON=4)C=CC=3)CC2)CO1, predict the reaction product. The product is: [NH2:33][C:5]([CH2:8][N:9]1[C:18]2[C:13](=[C:14]([C:19]3[N:23]=[C:22]([C:24]4[CH:25]=[CH:26][C:27]([CH2:30][CH2:31][CH3:32])=[CH:28][CH:29]=4)[O:21][N:20]=3)[CH:15]=[CH:16][CH:17]=2)[CH2:12][CH2:11][CH2:10]1)([CH2:6][OH:7])[CH2:4][OH:3]. (6) Given the reactants Br[C:2]1[C:3]([NH2:10])=[N:4][CH:5]=[CH:6][C:7]=1[CH2:8][CH3:9].[CH3:11][O:12][C:13]1[CH:18]=[CH:17][C:16](B(O)O)=[CH:15][CH:14]=1.C([O-])([O-])=O.[Na+].[Na+], predict the reaction product. The product is: [CH2:8]([C:7]1[CH:6]=[CH:5][N:4]=[C:3]([NH2:10])[C:2]=1[C:16]1[CH:17]=[CH:18][C:13]([O:12][CH3:11])=[CH:14][CH:15]=1)[CH3:9]. (7) Given the reactants [C:1](=O)(OC(Cl)(Cl)Cl)[O:2]C(Cl)(Cl)Cl.[CH:13]([N:16]1[CH2:21][CH2:20][CH:19]([NH2:22])[CH2:18][CH2:17]1)([CH3:15])[CH3:14].[CH3:23][O:24][C:25]1[CH:26]=[CH:27][CH:28]=[C:29]2[C:33]=1[CH:32]([NH:34][C:35]1[CH:44]=[CH:43][C:42]3[C:37](=[CH:38][CH:39]=[C:40]([NH2:45])[CH:41]=3)[N:36]=1)[CH2:31][CH2:30]2, predict the reaction product. The product is: [CH:13]([N:16]1[CH2:21][CH2:20][CH:19]([NH:22][C:1]([NH:45][C:40]2[CH:41]=[C:42]3[C:37](=[CH:38][CH:39]=2)[N:36]=[C:35]([NH:34][CH:32]2[C:33]4[C:29](=[CH:28][CH:27]=[CH:26][C:25]=4[O:24][CH3:23])[CH2:30][CH2:31]2)[CH:44]=[CH:43]3)=[O:2])[CH2:18][CH2:17]1)([CH3:15])[CH3:14]. (8) Given the reactants [Br:1][C:2]1[CH:7]=[CH:6][C:5]([Br:8])=[CH:4][C:3]=1[OH:9].[Br:10][CH2:11][CH2:12]Br, predict the reaction product. The product is: [Br:1][C:2]1[CH:7]=[CH:6][C:5]([Br:8])=[CH:4][C:3]=1[O:9][CH2:12][CH2:11][Br:10]. (9) Given the reactants Br[CH2:2][C:3]1[NH:8][C:7]([C:9]2[C:14]([F:15])=[CH:13][CH:12]=[CH:11][N:10]=2)=[N:6][CH:5]([C:16]2[CH:21]=[CH:20][C:19]([F:22])=[CH:18][C:17]=2[Cl:23])[C:4]=1[C:24]([O:26][CH2:27][CH3:28])=[O:25].Cl.[NH:30]1[CH2:35][CH2:34][O:33][CH2:32][CH:31]1[CH2:36][CH2:37][C:38]([OH:40])=[O:39], predict the reaction product. The product is: [Cl:23][C:17]1[CH:18]=[C:19]([F:22])[CH:20]=[CH:21][C:16]=1[CH:5]1[N:6]=[C:7]([C:9]2[C:14]([F:15])=[CH:13][CH:12]=[CH:11][N:10]=2)[NH:8][C:3]([CH2:2][N:30]2[CH2:35][CH2:34][O:33][CH2:32][CH:31]2[CH2:36][CH2:37][C:38]([OH:40])=[O:39])=[C:4]1[C:24]([O:26][CH2:27][CH3:28])=[O:25]. (10) The product is: [CH2:1]([N:3]1[C:7]([OH:8])=[C:6]([C:13]([C:14]2[CH:19]=[CH:18][CH:17]=[CH:16][CH:15]=2)=[O:20])[C:5]([CH3:9])=[N:4]1)[CH3:2]. Given the reactants [CH2:1]([N:3]1[C:7]([OH:8])=[CH:6][C:5]([CH3:9])=[N:4]1)[CH3:2].[OH-].[Ca+2].[OH-].[C:13](Cl)(=[O:20])[C:14]1[CH:19]=[CH:18][CH:17]=[CH:16][CH:15]=1.Cl, predict the reaction product.